From a dataset of Full USPTO retrosynthesis dataset with 1.9M reactions from patents (1976-2016). Predict the reactants needed to synthesize the given product. (1) Given the product [Br:1][C:2]1[CH:3]=[CH:4][C:5]([CH3:10])=[C:6]([CH:7]2[O:13][CH2:12][CH2:11][O:8]2)[CH:9]=1, predict the reactants needed to synthesize it. The reactants are: [Br:1][C:2]1[CH:3]=[CH:4][C:5]([CH3:10])=[C:6]([CH:9]=1)[CH:7]=[O:8].[CH2:11](O)[CH2:12][OH:13].O.C1(C)C=CC(S(O)(=O)=O)=CC=1. (2) Given the product [SH:20][CH2:21][CH2:22][C:23]([O:25][CH2:26][CH2:27][CH2:28][CH2:29][CH2:30][CH2:31][CH2:32][CH2:33][CH2:34][CH2:35][CH2:36][O:37][C:38]1[CH:39]=[CH:40][C:41]([CH3:44])=[CH:42][CH:43]=1)=[O:24], predict the reactants needed to synthesize it. The reactants are: C([S:20][CH2:21][CH2:22][C:23]([O:25][CH2:26][CH2:27][CH2:28][CH2:29][CH2:30][CH2:31][CH2:32][CH2:33][CH2:34][CH2:35][CH2:36][O:37][C:38]1[CH:43]=[CH:42][C:41]([CH3:44])=[CH:40][CH:39]=1)=[O:24])(C1C=CC=CC=1)(C1C=CC=CC=1)C1C=CC=CC=1.C([SiH](CC)CC)C. (3) The reactants are: [CH:1]12[CH2:7][CH:4]([CH:5]=[CH:6]1)[CH2:3][C:2]2([CH2:10][OH:11])[CH2:8][OH:9].[H][H]. Given the product [CH:1]12[CH2:7][CH:4]([CH2:5][CH2:6]1)[CH2:3][C:2]2([CH2:8][OH:9])[CH2:10][OH:11], predict the reactants needed to synthesize it. (4) Given the product [Br:25][C:26]1[CH:31]=[C:30]([Br:32])[CH:29]=[CH:28][C:27]=1[S:33]([NH:24][C:20]1[CH:21]=[N:22][CH:23]=[C:18]([C:16]2[CH:15]=[CH:14][C:10]3[N:11]=[CH:12][N:13]=[C:8]([O:7][CH:4]4[CH2:5][CH2:6][O:1][CH2:2][CH2:3]4)[C:9]=3[N:17]=2)[CH:19]=1)(=[O:35])=[O:34], predict the reactants needed to synthesize it. The reactants are: [O:1]1[CH2:6][CH2:5][CH:4]([O:7][C:8]2[C:9]3[N:17]=[C:16]([C:18]4[CH:19]=[C:20]([NH2:24])[CH:21]=[N:22][CH:23]=4)[CH:15]=[CH:14][C:10]=3[N:11]=[CH:12][N:13]=2)[CH2:3][CH2:2]1.[Br:25][C:26]1[CH:31]=[C:30]([Br:32])[CH:29]=[CH:28][C:27]=1[S:33](Cl)(=[O:35])=[O:34]. (5) Given the product [CH3:23][C:24]1[CH:29]=[C:28]([CH2:30][C:31]2[CH:32]=[CH:33][CH:34]=[CH:35][CH:36]=2)[NH:27][C:26](=[O:37])[C:25]=1[CH2:38][NH:39][C:1](=[O:3])[O:4][C:9]([CH3:16])([CH3:10])[CH3:8], predict the reactants needed to synthesize it. The reactants are: [C:1]([O-:4])(=[O:3])C.[Na+].CC1NC(=O)[C:10](C#N)=[C:9]([CH2:16]C2C=CC=CC=2)[CH:8]=1.[CH3:23][C:24]1[CH:29]=[C:28]([CH2:30][C:31]2[CH:36]=[CH:35][CH:34]=[CH:33][CH:32]=2)[NH:27][C:26](=[O:37])[C:25]=1[C:38]#[N:39].NCC1C(=O)NC(C)=CC=1CC1C=CC=CC=1.NCC1C(=O)NC(CC2C=CC=CC=2)=CC=1C.C(N(CC)CC)C.